This data is from Catalyst prediction with 721,799 reactions and 888 catalyst types from USPTO. The task is: Predict which catalyst facilitates the given reaction. (1) Reactant: Br[C:2]1[CH:7]=[CH:6][CH:5]=[CH:4][C:3]=1[N:8]1[CH2:13][CH2:12][O:11][C:10]2[CH:14]=[C:15]([S:18]([N:21]([CH2:27][C:28]3[CH:33]=[CH:32][C:31]([O:34][CH3:35])=[CH:30][CH:29]=3)[C:22]3[S:23][CH:24]=[CH:25][N:26]=3)(=[O:20])=[O:19])[CH:16]=[CH:17][C:9]1=2.[CH2:36]([Sn](CCCC)(CCCC)C=C)[CH2:37]CC. Product: [CH3:35][O:34][C:31]1[CH:32]=[CH:33][C:28]([CH2:27][N:21]([C:22]2[S:23][CH:24]=[CH:25][N:26]=2)[S:18]([C:15]2[CH:16]=[CH:17][C:9]3[N:8]([C:3]4[CH:4]=[CH:5][CH:6]=[CH:7][C:2]=4[CH:36]=[CH2:37])[CH2:13][CH2:12][O:11][C:10]=3[CH:14]=2)(=[O:20])=[O:19])=[CH:29][CH:30]=1. The catalyst class is: 128. (2) The catalyst class is: 2. Product: [Cl:1][C:2]1[CH:3]=[C:4]([C:8]2[CH:9]=[C:10]([CH2:18][N:19]3[CH:23]=[N:22][C:21]([CH2:24][NH2:25])=[N:20]3)[CH:11]=[N:12][C:13]=2[O:14][CH:15]([F:17])[F:16])[CH:5]=[CH:6][CH:7]=1. Reactant: [Cl:1][C:2]1[CH:3]=[C:4]([C:8]2[CH:9]=[C:10]([CH2:18][N:19]3[CH:23]=[N:22][C:21]([C:24]#[N:25])=[N:20]3)[CH:11]=[N:12][C:13]=2[O:14][CH:15]([F:17])[F:16])[CH:5]=[CH:6][CH:7]=1.CC(C[AlH]CC(C)C)C. (3) Reactant: Cl.[C:2]1([C:13]2[CH:18]=[CH:17][CH:16]=[CH:15][CH:14]=2)[CH:7]=[CH:6][C:5]([O:8][CH:9]2[CH2:12][NH:11][CH2:10]2)=[CH:4][CH:3]=1.C(N(CC)CC)C.[CH:26]1[CH:31]=[N:30][CH:29]=[C:28]([N:32]=[C:33]=[O:34])[CH:27]=1. Product: [N:30]1[CH:31]=[CH:26][CH:27]=[C:28]([NH:32][C:33]([N:11]2[CH2:12][CH:9]([O:8][C:5]3[CH:6]=[CH:7][C:2]([C:13]4[CH:18]=[CH:17][CH:16]=[CH:15][CH:14]=4)=[CH:3][CH:4]=3)[CH2:10]2)=[O:34])[CH:29]=1. The catalyst class is: 4. (4) Reactant: [F:1][C:2]1[CH:36]=[CH:35][CH:34]=[CH:33][C:3]=1[CH2:4][N:5]1[CH:14]([C:15]([N:17]2[CH2:26][CH2:25][C:24]3[C:19](=[CH:20][C:21]([O:29][CH3:30])=[C:22]([O:27][CH3:28])[CH:23]=3)[C@H:18]2[CH2:31][OH:32])=[O:16])[CH2:13][C:12]2[C:7](=[CH:8][CH:9]=[CH:10][CH:11]=2)[CH2:6]1.C(Cl)[Cl:38].Cl. Product: [ClH:38].[F:1][C:2]1[CH:36]=[CH:35][CH:34]=[CH:33][C:3]=1[CH2:4][N:5]1[CH:14]([C:15]([N:17]2[CH2:26][CH2:25][C:24]3[C:19](=[CH:20][C:21]([O:29][CH3:30])=[C:22]([O:27][CH3:28])[CH:23]=3)[C@H:18]2[CH2:31][OH:32])=[O:16])[CH2:13][C:12]2[C:7](=[CH:8][CH:9]=[CH:10][CH:11]=2)[CH2:6]1. The catalyst class is: 27. (5) Reactant: Br[CH2:2][C:3](=[CH2:7])[C:4]([OH:6])=[O:5].[CH2:8]([SH:15])[C:9]1[CH:14]=[CH:13][CH:12]=[CH:11][CH:10]=1.[OH-].[Na+]. Product: [CH2:8]([S:15][CH2:2][C:3](=[CH2:7])[C:4]([OH:6])=[O:5])[C:9]1[CH:14]=[CH:13][CH:12]=[CH:11][CH:10]=1. The catalyst class is: 5. (6) Reactant: C[O:2][C:3](=[O:20])[C:4]1[CH:9]=[CH:8][C:7]([CH2:10][NH:11][C:12]([O:14][C:15]([CH3:18])([CH3:17])[CH3:16])=[O:13])=[C:6]([F:19])[CH:5]=1.[OH-].[Na+]. Product: [C:15]([O:14][C:12]([NH:11][CH2:10][C:7]1[CH:8]=[CH:9][C:4]([C:3]([OH:20])=[O:2])=[CH:5][C:6]=1[F:19])=[O:13])([CH3:18])([CH3:16])[CH3:17]. The catalyst class is: 225. (7) Reactant: [NH2:1][C:2]1[C:3]([I:16])=[C:4]([C:13]([Cl:15])=[O:14])[C:5]([I:12])=[C:6]([C:10]=1[I:11])[C:7](Cl)=[O:8].[CH3:17][NH:18][CH2:19][CH:20]=[CH2:21]. Product: [CH2:19]([N:18]([CH3:17])[C:7]([C:6]1[C:5]([I:12])=[C:4]([C:3]([I:16])=[C:2]([NH2:1])[C:10]=1[I:11])[C:13]([Cl:15])=[O:14])=[O:8])[CH:20]=[CH2:21]. The catalyst class is: 1.